This data is from Forward reaction prediction with 1.9M reactions from USPTO patents (1976-2016). The task is: Predict the product of the given reaction. (1) Given the reactants [CH3:1][N:2]([CH3:16])[C:3]([C:5]1[CH:6]=[CH:7][C:8]2[S:13][CH2:12][C:11](=O)[NH:10][C:9]=2[CH:15]=1)=O.B.C1COCC1, predict the reaction product. The product is: [S:13]1[C:8]2[CH:7]=[CH:6][C:5]([CH2:3][N:2]([CH3:16])[CH3:1])=[CH:15][C:9]=2[NH:10][CH2:11][CH2:12]1. (2) The product is: [ClH:25].[C:1]([C:5]1[C:10]([O:11][CH2:12][CH3:13])=[CH:9][C:8]([C:14]2[N:15]([C:33]([N:50]3[CH2:49][CH2:48][N:47]([CH2:46][CH2:45][S:42]([CH3:41])(=[O:43])=[O:44])[CH2:52][CH2:51]3)=[O:34])[C@H:16]([C:26]3[CH:31]=[CH:30][C:29]([Cl:32])=[CH:28][CH:27]=3)[C@H:17]([C:19]3[CH:20]=[CH:21][C:22]([Cl:25])=[CH:23][CH:24]=3)[N:18]=2)=[C:7]([O:36][CH2:37][CH3:38])[CH:6]=1)([CH3:2])([CH3:3])[CH3:4]. Given the reactants [C:1]([C:5]1[C:10]([O:11][CH2:12][CH3:13])=[CH:9][C:8]([C:14]2[N:15]([C:33](Cl)=[O:34])[C@H:16]([C:26]3[CH:31]=[CH:30][C:29]([Cl:32])=[CH:28][CH:27]=3)[C@H:17]([C:19]3[CH:24]=[CH:23][C:22]([Cl:25])=[CH:21][CH:20]=3)[N:18]=2)=[C:7]([O:36][CH2:37][CH3:38])[CH:6]=1)([CH3:4])([CH3:3])[CH3:2].Cl.Cl.[CH3:41][S:42]([CH2:45][CH2:46][N:47]1[CH2:52][CH2:51][NH:50][CH2:49][CH2:48]1)(=[O:44])=[O:43], predict the reaction product. (3) Given the reactants [CH:1]1[CH:2]=[CH:3][C:4]2[NH:11][C:9](=[O:10])[CH:8]=[C:7]([CH2:12][CH:13]([NH:17][C:18]([C:20]3[CH:21]=[CH:22][C:23]([Cl:26])=[CH:24][CH:25]=3)=[O:19])[C:14]([OH:16])=[O:15])[C:5]=2[CH:6]=1.[CH2:27](Br)[C:28]1[CH:33]=[CH:32][CH:31]=[CH:30][CH:29]=1, predict the reaction product. The product is: [Cl:26][C:23]1[CH:24]=[CH:25][C:20]([C:18]([NH:17][CH:13]([CH2:12][C:7]2[C:5]3[C:4](=[CH:3][CH:2]=[CH:1][CH:6]=3)[NH:11][C:9](=[O:10])[CH:8]=2)[C:14]([O:16][CH2:27][C:28]2[CH:33]=[CH:32][CH:31]=[CH:30][CH:29]=2)=[O:15])=[O:19])=[CH:21][CH:22]=1. (4) Given the reactants [Br:1][C:2]1[CH:7]=[CH:6][C:5]([C:8]([C:10]2(C3(C)CCN(C(OC(C)(C)C)=O)CC3)[CH2:15][CH2:14][NH:13][CH2:12][CH2:11]2)=[CH2:9])=[CH:4][CH:3]=1.[C:30](O)([C:32](F)(F)F)=O.[N:37]1[C:46]2[C:41](=[CH:42][CH:43]=[CH:44][CH:45]=2)[C:40]([C:47]([OH:49])=O)=[CH:39][CH:38]=1.[CH3:50][CH2:51][N:52](CC)[CH2:53][CH3:54].CN(C(ON1N=NC2C=CC=NC1=2)=[N+](C)C)C.F[P-](F)(F)(F)(F)F, predict the reaction product. The product is: [Br:1][C:2]1[CH:3]=[CH:4][C:5]([C:8]([CH:10]2[CH2:11][CH2:12][N:13]([C:30]3([CH3:32])[CH2:54][CH2:53][N:52]([C:47]([C:40]4[C:41]5[C:46](=[CH:45][CH:44]=[CH:43][CH:42]=5)[N:37]=[CH:38][CH:39]=4)=[O:49])[CH2:51][CH2:50]3)[CH2:14][CH2:15]2)=[CH2:9])=[CH:6][CH:7]=1. (5) Given the reactants O1CCCOB1[C:7]1[CH:14]=[CH:13][CH:12]=[CH:11][C:8]=1[C:9]#[N:10].Br[C:16]1[CH:22]=[C:21]([CH2:23][CH2:24][CH2:25][CH3:26])[CH:20]=[CH:19][C:17]=1[NH2:18].C(=O)([O-])[O-].[K+].[K+].C(O)C, predict the reaction product. The product is: [CH2:23]([C:21]1[CH:22]=[CH:16][C:17]2[C:19](=[C:7]3[C:8](=[C:9]([NH2:10])[N:18]=2)[CH:11]=[CH:12][CH:13]=[CH:14]3)[CH:20]=1)[CH2:24][CH2:25][CH3:26]. (6) The product is: [NH2:17][CH2:16][C:12]1[NH:13][C:14](=[O:15])[C:9]2[NH:8][N:7]=[C:6]([CH:1]3[CH2:5][CH2:4][CH2:3][CH2:2]3)[C:10]=2[N:11]=1. Given the reactants [CH:1]1([C:6]2[C:10]3[N:11]=[C:12]([CH2:16][NH:17]C(=O)C)[NH:13][C:14](=[O:15])[C:9]=3[NH:8][N:7]=2)[CH2:5][CH2:4][CH2:3][CH2:2]1, predict the reaction product. (7) The product is: [Cl:13][C:14]1[CH:22]=[C:21]([Cl:23])[CH:20]=[CH:19][C:15]=1[CH:16]([C:3]([C:4]1[CH:5]=[N:6][C:7]([O:10][CH3:11])=[CH:8][CH:9]=1)=[O:12])[C:17]#[N:18]. Given the reactants CO[C:3](=[O:12])[C:4]1[CH:9]=[CH:8][C:7]([O:10][CH3:11])=[N:6][CH:5]=1.[Cl:13][C:14]1[CH:22]=[C:21]([Cl:23])[CH:20]=[CH:19][C:15]=1[CH2:16][C:17]#[N:18].O, predict the reaction product. (8) Given the reactants [Br:1][C:2]1[CH:7]=[CH:6][C:5](/[CH:8]=[CH:9]/[N+:10]([O-:12])=[O:11])=[CH:4][CH:3]=1.[CH:13](=[O:17])[CH:14]([CH3:16])[CH3:15].CC(O)C.CCCCCC, predict the reaction product. The product is: [Br:1][C:2]1[CH:3]=[CH:4][C:5]([C@H:8]([CH2:9][N+:10]([O-:12])=[O:11])[C:14]([CH3:16])([CH3:15])[CH:13]=[O:17])=[CH:6][CH:7]=1. (9) The product is: [N:1]([C:2]1[CH:7]=[CH:6][C:5]([B:8]2[O:9][C:10]([CH3:12])([CH3:11])[C:13]([CH3:14])([CH3:15])[O:16]2)=[CH:4][C:3]=1[O:17][CH3:18])=[C:21]=[O:22]. Given the reactants [NH2:1][C:2]1[CH:7]=[CH:6][C:5]([B:8]2[O:16][C:13]([CH3:15])([CH3:14])[C:10]([CH3:12])([CH3:11])[O:9]2)=[CH:4][C:3]=1[O:17][CH3:18].C.Cl[C:21](OC(Cl)(Cl)Cl)=[O:22], predict the reaction product. (10) Given the reactants [CH3:1][O:2][C:3]1[CH:4]=[C:5]2[C:9](=[CH:10][CH:11]=1)[NH:8][N:7]=[C:6]2[C:12]([NH:14][CH2:15][CH:16]1[CH2:21][CH2:20][N:19]([CH2:22][CH2:23][CH2:24][NH:25][C:26]([C:28]2C=CC=[CH:30][CH:29]=2)=[O:27])[CH2:18][CH2:17]1)=[O:13].C(Cl)(=O)/C=C/C, predict the reaction product. The product is: [C:26]([NH:25][CH2:24][CH2:23][CH2:22][N:19]1[CH2:20][CH2:21][CH:16]([CH2:15][NH:14][C:12]([C:6]2[C:5]3[C:9](=[CH:10][CH:11]=[C:3]([O:2][CH3:1])[CH:4]=3)[NH:8][N:7]=2)=[O:13])[CH2:17][CH2:18]1)(=[O:27])/[CH:28]=[CH:29]/[CH3:30].